The task is: Predict which catalyst facilitates the given reaction.. This data is from Catalyst prediction with 721,799 reactions and 888 catalyst types from USPTO. (1) Reactant: [Cl:1][C:2]1[C:3](Cl)=[N:4][CH:5]=[C:6]([CH:33]=1)[C:7]([NH:9][C:10]1[S:11][C:12]([N:21]2[CH2:26][CH2:25][N:24]([CH:27]3[CH2:32][CH2:31][CH2:30][CH2:29][CH2:28]3)[CH2:23][CH2:22]2)=[C:13]([C:15]2[S:16][CH:17]=[C:18]([Cl:20])[CH:19]=2)[N:14]=1)=[O:8].C(Cl)(Cl)Cl.[NH:39]1[CH2:49][CH2:48][CH:42]([C:43]([O:45][CH2:46][CH3:47])=[O:44])[CH2:41][CH2:40]1. Product: [CH2:46]([O:45][C:43]([CH:42]1[CH2:48][CH2:49][N:39]([C:3]2[C:2]([Cl:1])=[CH:33][C:6]([C:7](=[O:8])[NH:9][C:10]3[S:11][C:12]([N:21]4[CH2:26][CH2:25][N:24]([CH:27]5[CH2:32][CH2:31][CH2:30][CH2:29][CH2:28]5)[CH2:23][CH2:22]4)=[C:13]([C:15]4[S:16][CH:17]=[C:18]([Cl:20])[CH:19]=4)[N:14]=3)=[CH:5][N:4]=2)[CH2:40][CH2:41]1)=[O:44])[CH3:47]. The catalyst class is: 1. (2) Reactant: Br[C:2]1[CH:3]=[N:4][N:5]([C:7]2[CH:12]=[CH:11][CH:10]=[CH:9][N:8]=2)[CH:6]=1.[C:13]([C:15]1[CH:16]=[C:17](B(O)O)[CH:18]=[CH:19][CH:20]=1)#[N:14].C(=O)([O-])[O-].[K+].[K+]. Product: [N:8]1[CH:9]=[CH:10][CH:11]=[CH:12][C:7]=1[N:5]1[CH:6]=[C:2]([C:19]2[CH:20]=[C:15]([CH:16]=[CH:17][CH:18]=2)[C:13]#[N:14])[CH:3]=[N:4]1. The catalyst class is: 108. (3) Reactant: [CH2:1]([O:3][C:4](=[O:19])[CH2:5][S:6][C:7]1[CH:12]=[CH:11][C:10]([C:13]2[CH2:17][CH2:16][C:15](=[O:18])[CH:14]=2)=[CH:9][CH:8]=1)[CH3:2].C([C@@H]1N[C@H](C2OC(C)=CC=2)N(C)C1=O)C1C=CC=CC=1.ClC(Cl)(Cl)C(O)=O. Product: [CH2:1]([O:3][C:4](=[O:19])[CH2:5][S:6][C:7]1[CH:12]=[CH:11][C:10]([C@@H:13]2[CH2:17][CH2:16][C:15](=[O:18])[CH2:14]2)=[CH:9][CH:8]=1)[CH3:2]. The catalyst class is: 27. (4) Reactant: [C:1]([Si:5]1([C:15]([CH3:18])([CH3:17])[CH3:16])[O:10][C@H:9]2[C:11](=[O:14])[CH2:12][O:13][C@@H:8]2[CH2:7][O:6]1)([CH3:4])([CH3:3])[CH3:2].[BH4-].[Na+].CCOC(C)=O.CCCCCC. The catalyst class is: 5. Product: [C:15]([Si:5]1([C:1]([CH3:4])([CH3:3])[CH3:2])[O:10][C@H:9]2[C@H:11]([OH:14])[CH2:12][O:13][C@@H:8]2[CH2:7][O:6]1)([CH3:18])([CH3:17])[CH3:16]. (5) The catalyst class is: 2. Product: [NH2:14][C:15]1[C:24]2[C:19](=[CH:20][CH:21]=[CH:22][CH:23]=2)[C:18]([O:25][C:26]2[CH:31]=[CH:30][N:29]=[C:28]([NH:32][C:33]3[CH:38]=[C:37]([CH:36]=[C:35]([C:49]#[CH:50])[CH:34]=3)[C:39]([NH:40][CH2:41][CH2:42][O:43][CH2:44][CH2:45][O:46][CH3:47])=[O:48])[CH:27]=2)=[CH:17][CH:16]=1. Reactant: C(O)(C(F)(F)F)=O.C(OC(=O)[NH:14][C:15]1[C:24]2[C:19](=[CH:20][CH:21]=[CH:22][CH:23]=2)[C:18]([O:25][C:26]2[CH:31]=[CH:30][N:29]=[C:28]([NH:32][C:33]3[CH:38]=[C:37]([C:39](=[O:48])[NH:40][CH2:41][CH2:42][O:43][CH2:44][CH2:45][O:46][CH3:47])[CH:36]=[C:35]([C:49]#[CH:50])[CH:34]=3)[CH:27]=2)=[CH:17][CH:16]=1)(C)(C)C.